Dataset: Reaction yield outcomes from USPTO patents with 853,638 reactions. Task: Predict the reaction yield, written as a fraction of the theoretical maximum amount of product (1.0 means a 100% yield; for example, 0.34 means a 34% yield). (1) The reactants are Br[C:2]1[CH:3]=[C:4]2[C:9](=[C:10]([CH3:12])[CH:11]=1)[N:8]=[CH:7][CH:6]=[C:5]2Cl.B1(B2OC(C)(C)C(C)(C)O2)OC(C)(C)C(C)(C)O1.C([O-])(=O)C.[K+].[NH2:37][C:38]1[C:43]([S:44]([N:47]([CH3:49])[CH3:48])(=[O:46])=[O:45])=[CH:42][C:41](Br)=[CH:40][N:39]=1.C(=O)([O-])[O-].[K+].[K+].CC1(C)C(C)(C)OB([C:65]2[CH:70]=[CH:69][N:68]=[CH:67][CH:66]=2)O1. The catalyst is O1CCOCC1.C1C=CC(P(C2C=CC=CC=2)[C-]2C=CC=C2)=CC=1.C1C=CC(P(C2C=CC=CC=2)[C-]2C=CC=C2)=CC=1.Cl[Pd]Cl.[Fe+2]. The product is [NH2:37][C:38]1[C:43]([S:44]([N:47]([CH3:49])[CH3:48])(=[O:46])=[O:45])=[CH:42][C:41]([C:2]2[CH:3]=[C:4]3[C:9](=[C:10]([CH3:12])[CH:11]=2)[N:8]=[CH:7][CH:6]=[C:5]3[C:65]2[CH:70]=[CH:69][N:68]=[CH:67][CH:66]=2)=[CH:40][N:39]=1. The yield is 0.280. (2) The reactants are Br[C:2]1[CH:8]=[CH:7][C:6]([F:9])=[CH:5][C:3]=1[NH2:4].C1(C)C=CC=CC=1P(C1C=CC=CC=1C)C1C=CC=CC=1C.[C:32]([O:36][CH3:37])(=[O:35])[CH:33]=[CH2:34].C(N(CC)CC)C. The catalyst is C(#N)C.CCOC(C)=O.C([O-])(=O)C.[Pd+2].C([O-])(=O)C. The product is [NH2:4][C:3]1[CH:5]=[C:6]([F:9])[CH:7]=[CH:8][C:2]=1/[CH:34]=[CH:33]/[C:32]([O:36][CH3:37])=[O:35]. The yield is 0.510.